From a dataset of Forward reaction prediction with 1.9M reactions from USPTO patents (1976-2016). Predict the product of the given reaction. (1) Given the reactants [F:1][C@H:2]1[CH2:6][N:5]([CH2:7][CH2:8][C:9]2[C:18]3[C:13](=[CH:14][CH:15]=[C:16]([O:19][CH3:20])[N:17]=3)[N:12]=[CH:11][C:10]=2[F:21])[CH2:4][C@H:3]1[CH2:22][NH2:23].[O:24]=[C:25]1[NH:30][C:29]2[N:31]=[C:32]([CH:35]=O)[CH:33]=[CH:34][C:28]=2[S:27][CH2:26]1.[BH-](OC(C)=O)(OC(C)=O)OC(C)=O.[Na+], predict the reaction product. The product is: [F:1][C@H:2]1[CH2:6][N:5]([CH2:7][CH2:8][C:9]2[C:18]3[C:13](=[CH:14][CH:15]=[C:16]([O:19][CH3:20])[N:17]=3)[N:12]=[CH:11][C:10]=2[F:21])[CH2:4][C@H:3]1[CH2:22][NH:23][CH2:35][C:32]1[CH:33]=[CH:34][C:28]2[S:27][CH2:26][C:25](=[O:24])[NH:30][C:29]=2[N:31]=1. (2) Given the reactants [CH2:1]([N:3]([CH2:7][CH3:8])[CH2:4][CH2:5][NH2:6])[CH3:2].S=[C:10]1[CH2:14][S:13][C:12](=[O:15])[NH:11]1.[Cl:16][C:17]1[C:18]([O:27][C:28]2[CH:35]=[CH:34][C:31]([CH:32]=O)=[CH:30][C:29]=2[O:36][CH3:37])=[N:19][CH:20]=[C:21]([C:23]([F:26])([F:25])[F:24])[CH:22]=1.[Cl-].[NH4+], predict the reaction product. The product is: [Cl:16][C:17]1[C:18]([O:27][C:28]2[CH:35]=[CH:34][C:31](/[CH:32]=[C:14]3/[C:10]([NH:6][CH2:5][CH2:4][N:3]([CH2:7][CH3:8])[CH2:1][CH3:2])=[N:11][C:12](=[O:15])[S:13]/3)=[CH:30][C:29]=2[O:36][CH3:37])=[N:19][CH:20]=[C:21]([C:23]([F:26])([F:25])[F:24])[CH:22]=1. (3) Given the reactants C(OC1C=CC(C(C2CCN(CC(O)=O)CC2)=O)=CC=1)C.FC1C=CC(C(C2CCN(CC(O)=O)CC2)=O)=CC=1.[CH2:41]([O:44][C:45]1[CH:62]=[CH:61][C:48]([C:49]([CH:51]2[CH2:56][CH2:55][N:54]([CH2:57][C:58]([OH:60])=[O:59])[CH2:53][CH2:52]2)=[O:50])=[CH:47][CH:46]=1)[CH2:42][CH3:43].[NH2:63][CH2:64][C:65]1[NH:66][C:67](=[O:75])[C:68]2[CH2:74][O:73][CH2:72][CH2:71][C:69]=2[N:70]=1.C(O)(C(F)(F)F)=O, predict the reaction product. The product is: [CH2:41]([O:44][C:45]1[CH:46]=[CH:47][C:48]([C:49]([CH:51]2[CH2:56][CH2:55][N:54]([CH2:57][C:58]([OH:60])=[O:59])[CH2:53][CH2:52]2)=[O:50])=[CH:61][CH:62]=1)[CH2:42][CH3:43].[O:75]=[C:67]1[NH:66][C:65]([CH2:64][NH:63][C:58](=[O:60])[CH2:57][N:54]2[CH2:53][CH2:52][CH:51]([C:49](=[O:50])[C:48]3[CH:47]=[CH:46][C:45]([O:44][CH2:41][CH2:42][CH3:43])=[CH:62][CH:61]=3)[CH2:56][CH2:55]2)=[N:70][C:69]2[CH2:71][CH2:72][O:73][CH2:74][C:68]1=2. (4) Given the reactants [C:1]([OH:9])(=[O:8])[C:2]1[CH:7]=[CH:6][CH:5]=[CH:4][CH:3]=1.Cl[C:11]1[CH:16]=[CH:15][CH:14]=[CH:13][CH:12]=1.C(P([C:22]12[CH2:31][CH:26]3CC(C[CH:24]([CH2:25]3)[CH2:23]1)C2)[C:22]12[CH2:31][CH:26]3CC(C[CH:24]([CH2:25]3)[CH2:23]1)C2)CCC, predict the reaction product. The product is: [C:11]1([C:3]2[CH:4]=[CH:5][CH:6]=[CH:7][C:2]=2[C:1]([OH:9])=[O:8])[CH:16]=[CH:15][CH:14]=[CH:13][CH:12]=1.[C:11]1([C:3]2[CH:4]=[CH:5][CH:6]=[C:7]([C:22]3[CH:31]=[CH:26][CH:25]=[CH:24][CH:23]=3)[C:2]=2[C:1]([OH:9])=[O:8])[CH:16]=[CH:15][CH:14]=[CH:13][CH:12]=1. (5) Given the reactants [CH3:1][C@@:2]12[C:21]([C:22]3[CH:23]=[N:24][CH:25]=[CH:26][CH:27]=3)=[CH:20][CH2:19][C@H:3]1[C@H:4]1[C@H:9]([CH2:10][CH2:11]2)[C@:8]([CH2:13][CH2:14][C:15](O)=[O:16])([CH3:12])[C:7](=[O:18])[CH2:6][CH2:5]1.CC([O-])=O.[Na+], predict the reaction product. The product is: [CH3:12][C@@:8]12[C@H:9]3[CH2:10][CH2:11][C@@:2]4([CH3:1])[C@H:3]([C@@H:4]3[CH2:5][CH:6]=[C:7]1[O:18][C:15](=[O:16])[CH2:14][CH2:13]2)[CH2:19][CH:20]=[C:21]4[C:22]1[CH:23]=[N:24][CH:25]=[CH:26][CH:27]=1. (6) Given the reactants [CH3:1][O:2][C:3](=[O:16])[CH2:4][CH2:5][CH:6]([NH:8][C:9]1[CH:14]=[CH:13][CH:12]=[CH:11][C:10]=1[NH2:15])[CH3:7].[C:17](N1C=CN=C1)(N1C=CN=C1)=[O:18], predict the reaction product. The product is: [CH3:1][O:2][C:3](=[O:16])[CH2:4][CH2:5][CH:6]([N:8]1[C:9]2[CH:14]=[CH:13][CH:12]=[CH:11][C:10]=2[NH:15][C:17]1=[O:18])[CH3:7]. (7) Given the reactants [CH3:1][C:2]1[CH:7]=[CH:6][CH:5]=[C:4]([CH3:8])[C:3]=1[OH:9].OC1C=CC([N:17]2[C:21](=[O:22])[N:20]([C:23]3[CH:28]=[CH:27][CH:26]=[CH:25][CH:24]=3)[C:19](=[O:29])[NH:18]2)=CC=1, predict the reaction product. The product is: [OH:9][C:3]1[C:4]([CH3:8])=[CH:5][C:6]([N:17]2[C:21](=[O:22])[N:20]([C:23]3[CH:28]=[CH:27][CH:26]=[CH:25][CH:24]=3)[C:19](=[O:29])[NH:18]2)=[CH:7][C:2]=1[CH3:1].